Dataset: Experimentally validated miRNA-target interactions with 360,000+ pairs, plus equal number of negative samples. Task: Binary Classification. Given a miRNA mature sequence and a target amino acid sequence, predict their likelihood of interaction. The miRNA is hsa-miR-3680-5p with sequence GACUCACUCACAGGAUUGUGCA. The protein sequence of the target gene is MSWFNASQLSSFAKQALSQAQKSIDRVLDIQEEEPSAWAEAIPYGEPGISPPVSGGWDTSTWGLNSTSSEPQSPPTASQAITKPVRRTVVDESENFFSAFLSPSDAHTIQKSPVVSKPPSKSQRPEEEVKSSLQESSSPGQSRVSETAEVRDSVCVSGETSAVGTPSPVPEDKHEETAGEESEVKVPTVRLKASENVVNVNTTEDVSTTSTQSLTAETKDMALEPKEQKHEDRQSNTPSPPVSSFSSGTSTTSDIEVLDHESVISESSASSRQETSDAKSSLHLMQTSFQLLSASACPEY.... Result: 0 (no interaction).